From a dataset of Full USPTO retrosynthesis dataset with 1.9M reactions from patents (1976-2016). Predict the reactants needed to synthesize the given product. (1) Given the product [ClH:37].[F:36][C:33]([F:34])([F:35])[C:25]1[CH:24]=[C:23]([CH:28]=[C:27]([C:29]([F:30])([F:31])[F:32])[CH:26]=1)[CH2:22][O:21][CH2:20][CH:10]1[CH:11]([C:13]2[CH:14]=[CH:15][C:16]([F:19])=[CH:17][CH:18]=2)[CH2:12][NH:8][CH2:9]1, predict the reactants needed to synthesize it. The reactants are: C(OC([N:8]1[CH2:12][CH:11]([C:13]2[CH:18]=[CH:17][C:16]([F:19])=[CH:15][CH:14]=2)[CH:10]([CH2:20][O:21][CH2:22][C:23]2[CH:28]=[C:27]([C:29]([F:32])([F:31])[F:30])[CH:26]=[C:25]([C:33]([F:36])([F:35])[F:34])[CH:24]=2)[CH2:9]1)=O)(C)(C)C.[ClH:37]. (2) Given the product [CH3:11][C:10]1([CH3:13])[CH2:5][CH2:4][CH2:3][C:2]([CH3:7])([CH3:1])[NH:12]1, predict the reactants needed to synthesize it. The reactants are: [CH3:1][C:2]1[CH:7]=C[C:5](N)=[CH:4][C:3]=1N.[C:10](#[N:12])[CH3:11].[CH2:13]1COCC1. (3) Given the product [CH3:26][S:23]([C:17]1[CH:16]=[C:15]2[C:20]([CH2:21][CH2:22][CH:13]([CH2:12][N:30]([CH2:31][CH2:32][CH3:33])[CH2:27][CH2:28][CH3:29])[O:14]2)=[CH:19][CH:18]=1)(=[O:24])=[O:25], predict the reactants needed to synthesize it. The reactants are: CC1C=CC(S(O[CH2:12][CH:13]2[CH2:22][CH2:21][C:20]3[C:15](=[CH:16][C:17]([S:23]([CH3:26])(=[O:25])=[O:24])=[CH:18][CH:19]=3)[O:14]2)(=O)=O)=CC=1.[CH2:27]([NH:30][CH2:31][CH2:32][CH3:33])[CH2:28][CH3:29]. (4) Given the product [CH:2]([S:4][C:17]1[O:18][C:19]([C:20]2[CH:25]=[CH:24][C:23]([O:26][CH3:27])=[CH:22][CH:21]=2)=[C:15]([C:12]2[CH:11]=[CH:10][C:9]([O:8][CH3:7])=[CH:14][CH:13]=2)[N:16]=1)([CH3:3])[CH3:1], predict the reactants needed to synthesize it. The reactants are: [CH3:1][CH:2]([SH:4])[CH3:3].[H-].[Na+].[CH3:7][O:8][C:9]1[CH:14]=[CH:13][C:12]([C:15]2[N:16]=[C:17](S(C)(=O)=O)[O:18][C:19]=2[C:20]2[CH:25]=[CH:24][C:23]([O:26][CH3:27])=[CH:22][CH:21]=2)=[CH:11][CH:10]=1. (5) Given the product [CH:22]1([C:25]2[C:26]([O:21][CH2:20][CH:17]3[CH2:16][CH2:15][N:14]([C@@:9]([C:4]4[CH:3]=[C:2]([Cl:1])[CH:7]=[C:6]([Cl:8])[CH:5]=4)([CH3:13])[CH2:10][O:11][CH3:12])[CH2:19][CH2:18]3)=[CH:27][C:28]([F:35])=[C:29]([CH:34]=2)[C:30]([O:32][CH3:33])=[O:31])[CH2:23][CH2:24]1, predict the reactants needed to synthesize it. The reactants are: [Cl:1][C:2]1[CH:3]=[C:4]([C:9]([N:14]2[CH2:19][CH2:18][CH:17]([CH2:20][OH:21])[CH2:16][CH2:15]2)([CH3:13])[CH2:10][O:11][CH3:12])[CH:5]=[C:6]([Cl:8])[CH:7]=1.[CH:22]1([C:25]2[C:26](O)=[CH:27][C:28]([F:35])=[C:29]([CH:34]=2)[C:30]([O:32][CH3:33])=[O:31])[CH2:24][CH2:23]1.C1(P(C2C=CC=CC=2)C2C=CC=CC=2)C=CC=CC=1.N(C([O-])=O)=NC([O-])=O. (6) Given the product [CH3:28][O:27][N:26]=[C:23]([C:24]1[O:4][CH2:1][CH2:2][N:25]=1)[C:18]1[CH:19]=[CH:20][CH:21]=[CH:22][C:17]=1[CH2:16][O:15][C:14]1[CH:29]=[CH:30][CH:31]=[C:12]([CH3:11])[CH:13]=1, predict the reactants needed to synthesize it. The reactants are: [CH2:1]([OH:4])[CH2:2]O.C1C=CC=CC=1.[CH3:11][C:12]1[CH:13]=[C:14]([CH:29]=[CH:30][CH:31]=1)[O:15][CH2:16][C:17]1[CH:22]=[CH:21][CH:20]=[CH:19][C:18]=1[C:23](=[N:26][O:27][CH3:28])[C:24]#[N:25].NCCO. (7) Given the product [CH2:1]([NH:5][S:6]([NH:9][C:10](=[O:31])/[CH:11]=[CH:12]/[C:13]1[C:14]([CH3:30])=[N:15][N:16]([CH3:29])[C:17]=1[N:18]1[C:26]2[C:21](=[CH:22][CH:23]=[C:24]([OH:27])[CH:25]=2)[CH:20]=[CH:19]1)(=[O:8])=[O:7])[CH2:2][CH2:3][CH3:4], predict the reactants needed to synthesize it. The reactants are: [CH2:1]([NH:5][S:6]([NH:9][C:10](=[O:31])/[CH:11]=[CH:12]/[C:13]1[C:14]([CH3:30])=[N:15][N:16]([CH3:29])[C:17]=1[N:18]1[C:26]2[C:21](=[CH:22][CH:23]=[C:24]([O:27]C)[CH:25]=2)[CH:20]=[CH:19]1)(=[O:8])=[O:7])[CH2:2][CH2:3][CH3:4].B(Br)(Br)Br. (8) Given the product [C:10]([C:7]1[CH:8]=[CH:9][C:4]([CH2:3][NH:2][C:32](=[O:33])[C:31]2[CH:35]=[CH:36][CH:37]=[C:29]([CH3:28])[CH:30]=2)=[C:5]([NH:16][CH2:17][C:18]([OH:20])=[O:19])[CH:6]=1)(=[NH:11])[NH2:14], predict the reactants needed to synthesize it. The reactants are: Cl.[NH2:2][CH2:3][C:4]1[CH:9]=[CH:8][C:7]([C:10]2[N:14]=C(C)O[N:11]=2)=[CH:6][C:5]=1[NH:16][CH2:17][C:18]([O:20]CC1C=CC=CC=1)=[O:19].[CH3:28][C:29]1[CH:30]=[C:31]([CH:35]=[CH:36][CH:37]=1)[C:32](O)=[O:33]. (9) Given the product [C:1]([O:5][C:6]([NH:7][CH2:8][CH:9]1[O:13][B:12]([OH:14])[C:11]2[C:15]([O:19][CH2:20][CH2:21][CH2:22][N:35]3[CH2:36][CH2:37][N:32]([C:29]4[CH:28]=[C:27]5[C:26]([C:41](=[O:42])[C:40]([C:43]([OH:45])=[O:44])=[CH:39][N:38]5[CH:46]5[CH2:47][CH2:48]5)=[CH:25][C:30]=4[F:31])[CH2:33][CH2:34]3)=[CH:16][CH:17]=[CH:18][C:10]1=2)=[O:24])([CH3:4])([CH3:3])[CH3:2], predict the reactants needed to synthesize it. The reactants are: [C:1]([O:5][C:6](=[O:24])[NH:7][CH2:8][CH:9]1[O:13][B:12]([OH:14])[C:11]2[C:15]([O:19][CH2:20][CH2:21][CH2:22]Br)=[CH:16][CH:17]=[CH:18][C:10]1=2)([CH3:4])([CH3:3])[CH3:2].[CH:25]1[C:26]2[C:41](=[O:42])[C:40]([C:43]([OH:45])=[O:44])=[CH:39][N:38]([CH:46]3[CH2:48][CH2:47]3)[C:27]=2[CH:28]=[C:29]([N:32]2[CH2:37][CH2:36][NH:35][CH2:34][CH2:33]2)[C:30]=1[F:31].Cl.CCN(CC)CC.